From a dataset of Full USPTO retrosynthesis dataset with 1.9M reactions from patents (1976-2016). Predict the reactants needed to synthesize the given product. (1) The reactants are: C1N2CN3CN(C2)CN1C3.OC1C(OC)=CC(C=O)=C(C)C=1C=O.[OH:25][C:26]1[C:33]([O:34][CH3:35])=[CH:32][C:29]([C:30]#[N:31])=[C:28]([CH3:36])[C:27]=1[C:37]#[N:38].Cl.NO.[Br:42]N1C(=O)CCC1=O. Given the product [Br:42][CH2:36][C:28]1[C:27]([C:37]#[N:38])=[C:26]([OH:25])[C:33]([O:34][CH3:35])=[CH:32][C:29]=1[C:30]#[N:31], predict the reactants needed to synthesize it. (2) Given the product [CH2:1]([O:8][C:9](=[O:31])[NH:10][CH:11]1[C:17](=[O:18])[N:16]([CH3:19])[C:15]2[CH:20]=[CH:21][CH:22]=[CH:23][C:14]=2[C:13]([C:24]2[CH:29]=[CH:28][C:27]([C:82](=[O:83])[NH2:80])=[CH:26][CH:25]=2)=[N:12]1)[C:2]1[CH:7]=[CH:6][CH:5]=[CH:4][CH:3]=1, predict the reactants needed to synthesize it. The reactants are: [CH2:1]([O:8][C:9](=[O:31])[NH:10][CH:11]1[C:17](=[O:18])[N:16]([CH3:19])[C:15]2[CH:20]=[CH:21][CH:22]=[CH:23][C:14]=2[C:13]([C:24]2[CH:29]=[CH:28][C:27](Br)=[CH:26][CH:25]=2)=[N:12]1)[C:2]1[CH:7]=[CH:6][CH:5]=[CH:4][CH:3]=1.C1(P(C2C=CC=CC=2)CCCP(C2C=CC=CC=2)C2C=CC=CC=2)C=CC=CC=1.C[Si](C)(C)N[Si](C)(C)C.C(N(CC)C(C)C)(C)C.C[N:80]([CH:82]=[O:83])C. (3) Given the product [CH3:4][NH2+:5][CH3:6].[CH3:7][O:8][C:9]1[CH:10]=[CH:11][C:12]([CH2:15][C:16]([O-:18])=[O:17])=[CH:13][CH:14]=1, predict the reactants needed to synthesize it. The reactants are: C(=O)=O.[CH3:4][NH:5][CH3:6].[CH3:7][O:8][C:9]1[CH:14]=[CH:13][C:12]([CH2:15][C:16]([OH:18])=[O:17])=[CH:11][CH:10]=1. (4) Given the product [F:1][C:2]1[CH:7]=[CH:6][CH:5]=[C:4]([F:8])[C:3]=1[NH:9][C:10]1[CH:15]=[CH:14][C:13]([CH:17]=[CH2:18])=[CH:12][N:11]=1, predict the reactants needed to synthesize it. The reactants are: [F:1][C:2]1[CH:7]=[CH:6][CH:5]=[C:4]([F:8])[C:3]=1[NH:9][C:10]1[CH:15]=[CH:14][C:13](I)=[CH:12][N:11]=1.[CH2:17](C([Sn])=C(CCCC)CCCC)[CH2:18]CC.